Predict the product of the given reaction. From a dataset of Forward reaction prediction with 1.9M reactions from USPTO patents (1976-2016). (1) The product is: [Br-:9].[Br-:9].[CH2:1]([CH:4]([NH2+:8][CH2:10][CH2:11][CH2:12][CH2:13][CH2:14][CH2:15][CH2:16][CH2:17][CH2:18][CH2:19][NH2+:8][CH:4]([CH2:5][CH:6]=[CH2:7])[CH2:1][CH:2]=[CH2:3])[CH2:5][CH:6]=[CH2:7])[CH:2]=[CH2:3]. Given the reactants [CH2:1]([CH:4]([NH2:8])[CH2:5][CH:6]=[CH2:7])[CH:2]=[CH2:3].[Br:9][CH2:10][CH2:11][CH2:12][CH2:13][CH2:14][CH2:15][CH2:16][CH2:17][CH2:18][CH2:19]Br, predict the reaction product. (2) Given the reactants [Cl:1][C:2]1[CH:7]=[CH:6][C:5]([OH:8])=[C:4]([O:9][CH3:10])[CH:3]=1.F[C:12]1[CH:19]=[CH:18][C:15]([C:16]#[N:17])=[CH:14][CH:13]=1, predict the reaction product. The product is: [Cl:1][C:2]1[CH:7]=[CH:6][C:5]([O:8][C:12]2[CH:19]=[CH:18][C:15]([C:16]#[N:17])=[CH:14][CH:13]=2)=[C:4]([O:9][CH3:10])[CH:3]=1. (3) Given the reactants [CH3:1][O:2][C:3]1[CH:12]=[C:11]2[C:6]([CH:7]=[CH:8][CH:9]=[C:10]2[CH2:13][C:14]#[N:15])=[CH:5][CH:4]=1.[OH-].[NH4+], predict the reaction product. The product is: [CH3:1][O:2][C:3]1[CH:12]=[C:11]2[C:6]([CH:7]=[CH:8][CH:9]=[C:10]2[CH2:13][CH2:14][NH2:15])=[CH:5][CH:4]=1. (4) Given the reactants CC(O[C:6](=O)[N:7]([CH2:9][CH2:10][C@@H:11]([O:18][C:19]1[CH:24]=[C:23]([Cl:25])[C:22]([F:26])=[CH:21][C:20]=1[C:27]#[N:28])[C:12]1[CH:17]=[CH:16][CH:15]=[CH:14][CH:13]=1)C)(C)C.Cl.[C:31]([OH:36])(=[O:35])[C:32]([OH:34])=[O:33], predict the reaction product. The product is: [C:31]([OH:36])(=[O:35])[C:32]([OH:34])=[O:33].[Cl:25][C:23]1[C:22]([F:26])=[CH:21][C:20]([C:27]#[N:28])=[C:19]([O:18][C@@H:11]([C:12]2[CH:13]=[CH:14][CH:15]=[CH:16][CH:17]=2)[CH2:10][CH2:9][NH:7][CH3:6])[CH:24]=1. (5) Given the reactants [CH3:1][C:2]1[C:3]2[CH2:4][CH:5]=[CH:6][CH2:7][C:8]3[CH:30]=[CH:29][C:11]([CH2:12][CH2:13][CH2:14][N:15]4[C:25]([CH:26]=2)=[C:23]([CH:24]=1)[N:22]=[C:21]1[C:16]4=[N:17][C:18](=[O:28])[NH:19][C:20]1=[O:27])=[CH:10][CH:9]=3, predict the reaction product. The product is: [CH3:1][C:2]1[C:3]2[CH2:4][CH2:5][CH2:6][CH2:7][C:8]3[CH:9]=[CH:10][C:11]([CH2:12][CH2:13][CH2:14][N:15]4[C:25]([CH:26]=2)=[C:23]([CH:24]=1)[N:22]=[C:21]1[C:16]4=[N:17][C:18](=[O:28])[NH:19][C:20]1=[O:27])=[CH:29][CH:30]=3. (6) Given the reactants Cl[C:2]1[C:3](=[O:15])[N:4]([C:8]2[CH:13]=[CH:12][C:11]([I:14])=[CH:10][CH:9]=2)[CH2:5][CH2:6][CH:7]=1.[NH:16]1[CH2:21][CH2:20][O:19][CH2:18][CH2:17]1, predict the reaction product. The product is: [I:14][C:11]1[CH:12]=[CH:13][C:8]([N:4]2[CH2:5][CH2:6][CH:7]=[C:2]([N:16]3[CH2:21][CH2:20][O:19][CH2:18][CH2:17]3)[C:3]2=[O:15])=[CH:9][CH:10]=1. (7) Given the reactants [Cl:1][C:2]1[S:6][CH:5]=[C:4]([C:7]2[N:8]=[C:9]([NH:12]C(=O)C(F)(F)F)[S:10][CH:11]=2)[CH:3]=1.[CH3:19][C@@H:20]1[CH2:24][CH2:23][CH2:22][NH:21]1.[CH2:25]=O, predict the reaction product. The product is: [Cl:1][C:2]1[S:6][CH:5]=[C:4]([C:7]2[N:8]=[C:9]([NH2:12])[S:10][C:11]=2[CH2:25][N:21]2[CH2:22][CH2:23][CH2:24][C@H:20]2[CH3:19])[CH:3]=1.